From a dataset of Reaction yield outcomes from USPTO patents with 853,638 reactions. Predict the reaction yield, written as a fraction of the theoretical maximum amount of product (1.0 means a 100% yield; for example, 0.34 means a 34% yield). (1) The reactants are [OH:1][C:2]1[CH:3]=[C:4]2[C:9](=[CH:10][CH:11]=1)[C:8](=[O:12])[CH2:7][CH2:6][CH2:5]2.[F:13][C:14]([F:19])([F:18])[CH2:15][CH2:16]O.C1(P(C2C=CC=CC=2)C2C=CC=CC=2)C=CC=CC=1.CC(OC(/N=N/C(OC(C)C)=O)=O)C. The catalyst is C1COCC1.CCOC(C)=O. The product is [F:13][C:14]([F:19])([F:18])[CH2:15][CH2:16][O:1][C:2]1[CH:3]=[C:4]2[C:9](=[CH:10][CH:11]=1)[C:8](=[O:12])[CH2:7][CH2:6][CH2:5]2. The yield is 0.530. (2) The reactants are [Br:1][C:2]1[CH:3]=[N:4][CH:5]=[C:6](Br)[CH:7]=1.C([O-])([O-])=O.[K+].[K+].[CH3:15][N:16](Cl)[CH3:17]. The catalyst is CN(C=O)C. The product is [Br:1][C:2]1[CH:7]=[C:6]([N:16]([CH3:17])[CH3:15])[CH:5]=[N:4][CH:3]=1. The yield is 0.880. (3) The reactants are [Br:1][C:2]1[CH:7]=[CH:6][C:5]([SH:8])=[CH:4][CH:3]=1.[H-].[Na+].[F:11][C:12]([F:26])([F:25])[CH2:13]OS(C1C=CC(C)=CC=1)(=O)=O.O. The catalyst is CN(C)C=O. The product is [Br:1][C:2]1[CH:7]=[CH:6][C:5]([S:8][CH2:13][C:12]([F:26])([F:25])[F:11])=[CH:4][CH:3]=1. The yield is 0.450.